This data is from Forward reaction prediction with 1.9M reactions from USPTO patents (1976-2016). The task is: Predict the product of the given reaction. (1) Given the reactants O=[CH:2][C@@H:3]([C@H:5]([C@@H:7]([C@@H:9]([CH2:11]O)O)O)O)O.[CH3:13][C:14]1C=C(Cl)C=[CH:16][C:15]=1OCC(O)=O.CNC.C(O)[C@H]1O[C@H](O[C@]2(CO)O[C@H](CO)[C@@H](O)[C@@H]2O)[C@H](O)[C@@H](O)[C@@H]1O.OCC([C@H]([C@@H]([C@@H](CO)O)O)O)=O.O=C[C@H]([C@H]([C@@H]([C@@H](CO)O)O)O)O, predict the reaction product. The product is: [CH:5]1[C:7]2[C:9](=[CH:13][CH:14]=[CH:15][CH:16]=2)[CH:11]=[CH:2][CH:3]=1. (2) Given the reactants [Cl:1][C:2]1[CH:3]=[C:4]([C:8]2[CH:26]=[C:11]3[N:12]=[C:13]([CH3:25])[C:14]([C@H:19]([OH:24])[C:20]([O:22][CH3:23])=[O:21])=[C:15]([CH:16]([CH3:18])[CH3:17])[N:10]3[N:9]=2)[CH:5]=[CH:6][CH:7]=1.C(O[C:31]([CH3:34])([CH3:33])[CH3:32])(=O)C.Cl(O)(=O)(=O)=O.CCOCC, predict the reaction product. The product is: [C:31]([O:24][C@@H:19]([C:14]1[C:13]([CH3:25])=[N:12][C:11]2[N:10]([N:9]=[C:8]([C:4]3[CH:5]=[CH:6][CH:7]=[C:2]([Cl:1])[CH:3]=3)[CH:26]=2)[C:15]=1[CH:16]([CH3:18])[CH3:17])[C:20]([O:22][CH3:23])=[O:21])([CH3:34])([CH3:33])[CH3:32]. (3) Given the reactants [Br:1][C:2]1[CH:12]=[CH:11][C:5]([O:6][CH2:7][C:8]([NH2:10])=[O:9])=[C:4]([C:13]#[N:14])[CH:3]=1.N1CCC[CH2:17][CH2:16]1.[Cl:21][C:22]1[CH:23]=[C:24]([CH:27]=[CH:28][CH:29]=1)[CH2:25][NH2:26], predict the reaction product. The product is: [Br:1][C:2]1[CH:12]=[CH:11][C:5]2[O:6][C:7]3[C:8](=[O:9])[NH:10][C:16]([CH2:17][NH:26][CH2:25][C:24]4[CH:27]=[CH:28][CH:29]=[C:22]([Cl:21])[CH:23]=4)=[N:14][C:13]=3[C:4]=2[CH:3]=1. (4) Given the reactants [Cl:1][C:2]1[CH:7]=[CH:6][C:5]([C:8]2[C:14]3[CH:15]=[CH:16][CH:17]=[CH:18][C:13]=3[C:12]3[C:19]([CH3:22])=[N:20][O:21][C:11]=3[CH:10]([NH2:23])[N:9]=2)=[CH:4][CH:3]=1.Cl[C:25]([O:27][CH2:28][CH3:29])=[O:26].C(N(CC)CC)C, predict the reaction product. The product is: [Cl:1][C:2]1[CH:7]=[CH:6][C:5]([C:8]2[C:14]3[CH:15]=[CH:16][CH:17]=[CH:18][C:13]=3[C:12]3[C:19]([CH3:22])=[N:20][O:21][C:11]=3[CH:10]([NH:23][C:25](=[O:26])[O:27][CH2:28][CH3:29])[N:9]=2)=[CH:4][CH:3]=1.